Dataset: Forward reaction prediction with 1.9M reactions from USPTO patents (1976-2016). Task: Predict the product of the given reaction. The product is: [CH:1]([Si:4]([S:11][C:15]1[CH:22]=[CH:21][C:18]([CH2:19][OH:20])=[CH:17][CH:16]=1)([CH:5]([CH3:7])[CH3:6])[CH:8]([CH3:10])[CH3:9])([CH3:3])[CH3:2]. Given the reactants [CH:1]([Si:4]([SH:11])([CH:8]([CH3:10])[CH3:9])[CH:5]([CH3:7])[CH3:6])([CH3:3])[CH3:2].[H-].[K+].Br[C:15]1[CH:22]=[CH:21][C:18]([CH2:19][OH:20])=[CH:17][CH:16]=1.C(OCC)(=O)C, predict the reaction product.